From a dataset of Full USPTO retrosynthesis dataset with 1.9M reactions from patents (1976-2016). Predict the reactants needed to synthesize the given product. (1) Given the product [Br:1][C:2]1[CH:7]=[CH:6][C:5]([N:8]2[CH2:9][C@H:10]([CH2:11][OH:12])[O:13][C:15]2=[O:16])=[CH:4][C:3]=1[CH3:14], predict the reactants needed to synthesize it. The reactants are: [Br:1][C:2]1[CH:7]=[CH:6][C:5]([NH:8][CH2:9][C@H:10]([OH:13])[CH2:11][OH:12])=[CH:4][C:3]=1[CH3:14].[C:15](=O)(OCC)[O:16]CC.C[O-].[Na+].[NH4+].[Cl-]. (2) Given the product [F:1][C:2]1[CH:7]=[C:6]([F:8])[CH:5]=[CH:4][C:3]=1[S:9]([NH:16][CH2:15][CH2:13][OH:14])(=[O:11])=[O:10], predict the reactants needed to synthesize it. The reactants are: [F:1][C:2]1[CH:7]=[C:6]([F:8])[CH:5]=[CH:4][C:3]=1[S:9](Cl)(=[O:11])=[O:10].[CH2:13]([CH2:15][NH2:16])[OH:14]. (3) Given the product [Cl:28][C:22]1[CH:23]=[C:24]([Cl:27])[CH:25]=[CH:26][C:21]=1[C:16]1[N:17]=[C:18]([CH2:19][CH3:20])[C:13]([NH:12][C@H:6]2[C@@H:7]([O:9][CH2:10][CH3:11])[CH2:8][N:4]([C:1]([N:32]([CH3:33])[CH3:31])=[O:3])[CH2:5]2)=[N:14][C:15]=1[CH2:29][CH3:30], predict the reactants needed to synthesize it. The reactants are: [C:1]([N:4]1[CH2:8][C@H:7]([O:9][CH2:10][CH3:11])[C@H:6]([NH:12][C:13]2[C:18]([CH2:19][CH3:20])=[N:17][C:16]([C:21]3[CH:26]=[CH:25][C:24]([Cl:27])=[CH:23][C:22]=3[Cl:28])=[C:15]([CH2:29][CH3:30])[N:14]=2)[CH2:5]1)(=[O:3])C.[CH3:31][N:32](C)[C:33](Cl)=O. (4) Given the product [Br:1][C:2]1[C:3]([C:19]#[N:20])=[C:4]([CH:16]=[CH:17][CH:18]=1)[O:5][C:6]1[CH:14]=[CH:13][C:9]([C:10]([NH:43][CH2:44][C:45]2[C:46]([OH:53])=[N:47][C:48]([CH3:52])=[CH:49][C:50]=2[CH3:51])=[O:12])=[CH:8][C:7]=1[Cl:15], predict the reactants needed to synthesize it. The reactants are: [Br:1][C:2]1[C:3]([C:19]#[N:20])=[C:4]([CH:16]=[CH:17][CH:18]=1)[O:5][C:6]1[CH:14]=[CH:13][C:9]([C:10]([OH:12])=O)=[CH:8][C:7]=1[Cl:15].Cl.C(N=C=NCCCN(C)C)C.ON1C2C=CC=CC=2N=N1.[NH2:43][CH2:44][C:45]1[C:46]([OH:53])=[N:47][C:48]([CH3:52])=[CH:49][C:50]=1[CH3:51]. (5) Given the product [CH3:1][O:2][C:3]1[C:8]2[N:9]=[C:10]([NH:12][C:27](=[O:28])[CH:26]([C:19]34[O:25][CH:22]([CH2:23][CH2:24]3)[CH2:21][CH2:20]4)[CH3:30])[S:11][C:7]=2[C:6]([N:13]2[CH2:18][CH2:17][O:16][CH2:15][CH2:14]2)=[CH:5][CH:4]=1, predict the reactants needed to synthesize it. The reactants are: [CH3:1][O:2][C:3]1[C:8]2[N:9]=[C:10]([NH2:12])[S:11][C:7]=2[C:6]([N:13]2[CH2:18][CH2:17][O:16][CH2:15][CH2:14]2)=[CH:5][CH:4]=1.[C:19]12([CH:26]([CH3:30])[C:27](Cl)=[O:28])[O:25][CH:22]([CH2:23][CH2:24]1)[CH2:21][CH2:20]2. (6) Given the product [CH3:1][C:2]([CH:3]=[N:38][C:12]([O:11][Si:18]([CH3:25])([CH3:24])[CH3:17])=[CH2:13])=[CH:5][CH2:6][CH3:7], predict the reactants needed to synthesize it. The reactants are: [CH3:1][C:2](=[CH:5][CH2:6][CH3:7])[CH:3]=O.ClC1C=[C:11](C=CC=1)[CH:12]=[O:13].[CH3:17][Si:18]([CH3:25])([CH3:24])N[Si:18]([CH3:25])([CH3:24])[CH3:17].C([Li])CCC.C[Si](Cl)(C)C.C([N:38](CC)CC)C.C(Cl)(=O)C. (7) Given the product [OH:39][CH2:38][CH2:37][N:36]([CH:33]([CH3:35])[CH3:34])[C:15]([C:9]1[S:10][C:11]2[CH2:12][CH2:13][O:14][C:5]3[CH:4]=[CH:3][C:2]([Br:1])=[CH:18][C:6]=3[C:7]=2[N:8]=1)=[O:17], predict the reactants needed to synthesize it. The reactants are: [Br:1][C:2]1[CH:3]=[CH:4][C:5]2[O:14][CH2:13][CH2:12][C:11]3[S:10][C:9]([C:15]([OH:17])=O)=[N:8][C:7]=3[C:6]=2[CH:18]=1.CN(C)C=O.C(N(CC)C(C)C)(C)C.[CH:33]([NH:36][CH2:37][CH2:38][OH:39])([CH3:35])[CH3:34]. (8) Given the product [CH2:5]([C:13]1[CH:14]=[CH:15][C:16]([C:19](=[O:21])[CH3:20])=[CH:17][CH:18]=1)[CH2:6][CH2:7][CH2:8][CH2:9][CH2:10][CH2:11][CH3:12], predict the reactants needed to synthesize it. The reactants are: [Cl-].[Al+3].[Cl-].[Cl-].[CH2:5]([C:13]1[CH:18]=[CH:17][CH:16]=[CH:15][CH:14]=1)[CH2:6][CH2:7][CH2:8][CH2:9][CH2:10][CH2:11][CH3:12].[C:19](Cl)(=[O:21])[CH3:20]. (9) The reactants are: Cl.[NH2:2][OH:3].C([O-])(=O)C.[Na+].[OH:9][C:10]1[CH:11]=[C:12]([C:16](=O)[CH3:17])[CH:13]=[CH:14][CH:15]=1. Given the product [OH:9][C:10]1[CH:11]=[C:12]([C:16](=[N:2][OH:3])[CH3:17])[CH:13]=[CH:14][CH:15]=1, predict the reactants needed to synthesize it. (10) Given the product [CH3:29][S:30][C:31]1[CH:38]=[CH:37][C:34]([CH2:1][N:2]2[C:10]3[C:5](=[CH:6][C:7]([S:11]([N:14]4[CH2:18][CH2:17][CH2:16][C@H:15]4[CH2:19][O:20][C:21]4[CH:26]=[CH:25][CH:24]=[CH:23][CH:22]=4)(=[O:12])=[O:13])=[CH:8][CH:9]=3)[C:4](=[O:27])[C:3]2=[O:28])=[CH:33][CH:32]=1, predict the reactants needed to synthesize it. The reactants are: [CH3:1][N:2]1[C:10]2[C:5](=[CH:6][C:7]([S:11]([N:14]3[CH2:18][CH2:17][CH2:16][C@H:15]3[CH2:19][O:20][C:21]3[CH:26]=[CH:25][CH:24]=[CH:23][CH:22]=3)(=[O:13])=[O:12])=[CH:8][CH:9]=2)[C:4](=[O:27])[C:3]1=[O:28].[CH3:29][S:30][C:31]1[CH:38]=[CH:37][C:34](CBr)=[CH:33][CH:32]=1.